From a dataset of Full USPTO retrosynthesis dataset with 1.9M reactions from patents (1976-2016). Predict the reactants needed to synthesize the given product. The reactants are: [Cl:1][C:2]1[CH:28]=[CH:27][C:5]([CH2:6][NH:7][C:8]([C:10]2[C:11](=[O:26])[C:12]3[CH:20]=[C:19]([C:21]#[C:22][CH2:23][CH2:24][OH:25])[S:18][C:13]=3[N:14]([CH2:16][CH3:17])[CH:15]=2)=[O:9])=[CH:4][CH:3]=1. Given the product [Cl:1][C:2]1[CH:3]=[CH:4][C:5]([CH2:6][NH:7][C:8]([C:10]2[C:11](=[O:26])[C:12]3[CH:20]=[C:19]([CH2:21][CH2:22][CH2:23][CH2:24][OH:25])[S:18][C:13]=3[N:14]([CH2:16][CH3:17])[CH:15]=2)=[O:9])=[CH:27][CH:28]=1, predict the reactants needed to synthesize it.